This data is from Forward reaction prediction with 1.9M reactions from USPTO patents (1976-2016). The task is: Predict the product of the given reaction. (1) Given the reactants [H-].[Na+].[CH:3]1([N:7]2[CH2:13][CH2:12][C:11]3[CH:14]=[C:15]([OH:18])[CH:16]=[CH:17][C:10]=3[CH2:9][CH2:8]2)[CH2:6][CH2:5][CH2:4]1.Cl[CH2:20][C:21]([N:23]([CH3:25])[CH3:24])=[O:22], predict the reaction product. The product is: [CH:3]1([N:7]2[CH2:13][CH2:12][C:11]3[CH:14]=[C:15]([O:18][CH2:20][C:21]([N:23]([CH3:25])[CH3:24])=[O:22])[CH:16]=[CH:17][C:10]=3[CH2:9][CH2:8]2)[CH2:6][CH2:5][CH2:4]1. (2) Given the reactants [C:1]([C:3]1[CH:8]=[CH:7][C:6]([CH:9]2[N:14]3[N:15]=[C:16]([N:18]4C(=O)C5C(=CC=CC=5)C4=O)[N:17]=[C:13]3[N:12]([C:29]3[CH:34]=[CH:33][CH:32]=[C:31]([C:35]([F:38])([F:37])[F:36])[CH:30]=3)[C:11]([CH3:39])=[C:10]2[C:40]#[N:41])=[C:5]([S:42]([CH3:45])(=[O:44])=[O:43])[CH:4]=1)#[N:2].O.NN.Cl, predict the reaction product. The product is: [NH2:18][C:16]1[N:17]=[C:13]2[N:12]([C:29]3[CH:34]=[CH:33][CH:32]=[C:31]([C:35]([F:38])([F:36])[F:37])[CH:30]=3)[C:11]([CH3:39])=[C:10]([C:40]#[N:41])[CH:9]([C:6]3[CH:7]=[CH:8][C:3]([C:1]#[N:2])=[CH:4][C:5]=3[S:42]([CH3:45])(=[O:44])=[O:43])[N:14]2[N:15]=1. (3) The product is: [F:10][C:11]1[CH:19]=[CH:18][CH:17]=[CH:16][C:12]=1[C:13]([N:64]1[CH2:65][CH2:66][N:61]([C:43](=[O:42])[CH2:44][NH:45][C:46](=[O:60])[C:47]2[CH:48]=[CH:49][C:50]([O:53][C:54]3[CH:55]=[CH:56][CH:57]=[CH:58][CH:59]=3)=[CH:51][CH:52]=2)[CH2:62][CH2:63]1)=[O:15]. Given the reactants CCN(C(C)C)C(C)C.[F:10][C:11]1[CH:19]=[CH:18][CH:17]=[CH:16][C:12]=1[C:13]([OH:15])=O.CCN=C=NCCCN(C)C.C1C=CC2N(O)N=NC=2C=1.Cl.[O:42]=[C:43]([N:61]1[CH2:66][CH2:65][NH:64][CH2:63][CH2:62]1)[CH2:44][NH:45][C:46](=[O:60])[C:47]1[CH:52]=[CH:51][C:50]([O:53][C:54]2[CH:59]=[CH:58][CH:57]=[CH:56][CH:55]=2)=[CH:49][CH:48]=1, predict the reaction product. (4) The product is: [CH3:20][N:11]1[CH2:10][CH2:9][C:14](=[O:16])[CH2:13][C:12]1=[O:19]. Given the reactants CC[O-].[Na+].C(OC(=O)[CH2:9][CH2:10][N:11]([CH3:20])[C:12](=[O:19])[CH2:13][C:14]([O:16]CC)=O)C.COC(C)(C)C, predict the reaction product. (5) Given the reactants [OH-].[Na+].C([O:5][C:6]([C:8]1[N:9]([C:25]2[CH:30]=[CH:29][C:28]([O:31][CH:32]([CH3:34])[CH3:33])=[CH:27][CH:26]=2)[C:10]2[C:15]([CH:16]=1)=[CH:14][C:13]([O:17][C:18]1[CH:23]=[CH:22][CH:21]=[C:20]([Cl:24])[CH:19]=1)=[CH:12][CH:11]=2)=[O:7])C.CC(C)=O, predict the reaction product. The product is: [Cl:24][C:20]1[CH:19]=[C:18]([CH:23]=[CH:22][CH:21]=1)[O:17][C:13]1[CH:14]=[C:15]2[C:10](=[CH:11][CH:12]=1)[N:9]([C:25]1[CH:26]=[CH:27][C:28]([O:31][CH:32]([CH3:34])[CH3:33])=[CH:29][CH:30]=1)[C:8]([C:6]([OH:7])=[O:5])=[CH:16]2.